This data is from Catalyst prediction with 721,799 reactions and 888 catalyst types from USPTO. The task is: Predict which catalyst facilitates the given reaction. (1) Reactant: Cl[C:2]1[C:7]([N+:8]([O-:10])=[O:9])=[CH:6][N:5]=[C:4]2[CH2:11][CH2:12][CH2:13][C:3]=12.[F:14][C:15]([F:31])([F:30])[C@H:16]1[CH2:21][NH:20][CH2:19][C@@H:18]([NH:22][C:23](=[O:29])[O:24][C:25]([CH3:28])([CH3:27])[CH3:26])[CH2:17]1.CCN(C(C)C)C(C)C. Product: [N+:8]([C:7]1[C:2]([N:20]2[CH2:21][C@H:16]([C:15]([F:31])([F:30])[F:14])[CH2:17][C@H:18]([NH:22][C:23](=[O:29])[O:24][C:25]([CH3:27])([CH3:26])[CH3:28])[CH2:19]2)=[C:3]2[CH2:13][CH2:12][CH2:11][C:4]2=[N:5][CH:6]=1)([O-:10])=[O:9]. The catalyst class is: 51. (2) Reactant: [CH3:1][O:2][C:3]1[CH:11]=[CH:10][C:6]([C:7]([OH:9])=[O:8])=[C:5]([N+:12]([O-:14])=[O:13])[CH:4]=1.[CH2:15]1CCN2C(=NCCC2)CC1.IC.O. Product: [CH3:1][O:2][C:3]1[CH:11]=[CH:10][C:6]([C:7]([O:9][CH3:15])=[O:8])=[C:5]([N+:12]([O-:14])=[O:13])[CH:4]=1. The catalyst class is: 3. (3) Reactant: [C:1]([NH:5][C:6]1[CH:13]=[C:12]([N:14]2[C:22]3[C:17](=[C:18]([N:23]4[CH:27]=[C:26]([C:28]5[CH:29]=[N:30][CH:31]=[CH:32][CH:33]=5)[N:25]=[CH:24]4)[CH:19]=[CH:20][CH:21]=3)[C:16]([CH:34]([CH3:36])[CH3:35])=[N:15]2)[CH:11]=[CH:10][C:7]=1[C:8]#[N:9])([CH3:4])([CH3:3])[CH3:2].[OH-:37].[Na+].OO.O. Product: [C:1]([NH:5][C:6]1[CH:13]=[C:12]([N:14]2[C:22]3[C:17](=[C:18]([N:23]4[CH:27]=[C:26]([C:28]5[CH:29]=[N:30][CH:31]=[CH:32][CH:33]=5)[N:25]=[CH:24]4)[CH:19]=[CH:20][CH:21]=3)[C:16]([CH:34]([CH3:36])[CH3:35])=[N:15]2)[CH:11]=[CH:10][C:7]=1[C:8]([NH2:9])=[O:37])([CH3:4])([CH3:3])[CH3:2]. The catalyst class is: 16. (4) Reactant: [Cl:1][C:2]1[CH:11]=[CH:10][C:5]([C:6]([O:8][CH3:9])=[O:7])=[C:4]([NH:12][CH2:13][CH2:14][CH2:15][OH:16])[C:3]=1[NH:17][C:18](=S)[NH:19][C:20]1[CH:25]=[CH:24][C:23]([Cl:26])=[CH:22][C:21]=1[C:27]([F:30])([F:29])[F:28].Cl.C(N=C=NCCCN(C)C)C.C(N(CC)CC)C. Product: [Cl:1][C:2]1[C:3]2[N:17]=[C:18]([NH:19][C:20]3[CH:25]=[CH:24][C:23]([Cl:26])=[CH:22][C:21]=3[C:27]([F:30])([F:29])[F:28])[N:12]([CH2:13][CH2:14][CH2:15][OH:16])[C:4]=2[C:5]([C:6]([O:8][CH3:9])=[O:7])=[CH:10][CH:11]=1. The catalyst class is: 685. (5) Reactant: [H-].[Na+].[CH:3]1[C:12]2[C:7](=[CH:8][C:9]([N:13]3[CH:17]=[C:16]([NH2:18])[CH:15]=[N:14]3)=[CH:10][CH:11]=2)[CH:6]=[CH:5][N:4]=1.[Cl:19][C:20]1[CH:40]=[CH:39][C:23]([CH2:24][C@H:25]2[CH2:29]OS(=O)(=O)[N:26]2C(OC(C)(C)C)=O)=[CH:22][CH:21]=1.O. Product: [NH2:26][C@@H:25]([CH2:24][C:23]1[CH:22]=[CH:21][C:20]([Cl:19])=[CH:40][CH:39]=1)[CH2:29][NH:18][C:16]1[CH:15]=[N:14][N:13]([C:9]2[CH:8]=[C:7]3[C:12](=[CH:11][CH:10]=2)[CH:3]=[N:4][CH:5]=[CH:6]3)[CH:17]=1. The catalyst class is: 3. (6) Product: [CH:31]1([NH:30][C:28](=[O:29])[C:27]2[CH:38]=[CH:39][C:24]([NH:23][C:2]3[N:12]=[C:11]4[C:5]([N:6]([CH3:22])[C:7](=[O:21])[CH2:8][CH2:9][N:10]4[CH2:13][CH2:14][N:15]4[CH2:20][CH2:19][O:18][CH2:17][CH2:16]4)=[CH:4][N:3]=3)=[C:25]([O:40][CH3:41])[CH:26]=2)[CH2:32][CH2:33][CH2:43][CH2:35][CH2:36]1. The catalyst class is: 41. Reactant: Cl[C:2]1[N:12]=[C:11]2[C:5]([N:6]([CH3:22])[C:7](=[O:21])[CH2:8][CH2:9][N:10]2[CH2:13][CH2:14][N:15]2[CH2:20][CH2:19][O:18][CH2:17][CH2:16]2)=[CH:4][N:3]=1.[NH2:23][C:24]1[CH:39]=[CH:38][C:27]([C:28]([NH:30][CH:31]2[CH2:36][CH2:35]N(C)[CH2:33][CH2:32]2)=[O:29])=[CH:26][C:25]=1[O:40][CH3:41].O.[C:43]1(C)C=CC(S(O)(=O)=O)=CC=1.CO. (7) Reactant: [F:1][C:2]1[CH:18]=[CH:17][C:5]([CH2:6][O:7][CH2:8][C:9]2[O:13][N:12]=[C:11]([C:14]([OH:16])=O)[CH:10]=2)=[CH:4][CH:3]=1.C(N(CC)CC)C.Cl.C(N=C=NCCCN(C)C)C.ON1C2C=CC=CC=2N=N1.[O:48]1[CH2:52][CH2:51][CH:50]([CH2:53][NH2:54])[CH2:49]1. Product: [O:48]1[CH2:52][CH2:51][CH:50]([CH2:53][NH:54][C:14]([C:11]2[CH:10]=[C:9]([CH2:8][O:7][CH2:6][C:5]3[CH:4]=[CH:3][C:2]([F:1])=[CH:18][CH:17]=3)[O:13][N:12]=2)=[O:16])[CH2:49]1. The catalyst class is: 408. (8) Reactant: Br[C:2]1[CH:3]=[CH:4][C:5]([C:8]([OH:11])([CH3:10])[CH3:9])=[N:6][CH:7]=1.[CH3:12][Sn:13]([CH3:19])([CH3:18])[Sn:13]([CH3:19])([CH3:18])[CH3:12]. Product: [CH3:12][Sn:13]([CH3:19])([CH3:18])[C:2]1[CH:3]=[CH:4][C:5]([C:8]([OH:11])([CH3:10])[CH3:9])=[N:6][CH:7]=1. The catalyst class is: 109.